Predict the product of the given reaction. From a dataset of Forward reaction prediction with 1.9M reactions from USPTO patents (1976-2016). (1) Given the reactants [Cl:1][C:2]1[C:11]2[C:6](=[CH:7][CH:8]=[C:9]([O:12][CH:13]3[CH2:18][CH2:17][N:16]([C:19](=[O:24])[CH2:20][N:21]([CH3:23])[CH3:22])[CH2:15][CH2:14]3)[CH:10]=2)[N:5]=[CH:4][N:3]=1.[OH:25][C:26]1[CH:32]=[CH:31][C:29]([NH2:30])=[CH:28][C:27]=1[O:33][CH3:34], predict the reaction product. The product is: [ClH:1].[ClH:1].[CH3:22][N:21]([CH2:20][C:19]([N:16]1[CH2:17][CH2:18][CH:13]([O:12][C:9]2[CH:10]=[C:11]3[C:6](=[CH:7][CH:8]=2)[N:5]=[CH:4][N:3]=[C:2]3[NH:30][C:29]2[CH:31]=[CH:32][C:26]([OH:25])=[C:27]([O:33][CH3:34])[CH:28]=2)[CH2:14][CH2:15]1)=[O:24])[CH3:23]. (2) Given the reactants [CH3:1][O:2][C:3]1[CH:4]=[C:5]2[C:10](=[CH:11][C:12]=1[O:13][CH3:14])[N:9]=[CH:8][CH:7]=[C:6]2[O:15][C:16]1[CH:21]=[CH:20][C:19]([NH:22][C:23]([C:25]2[C:26](=[O:56])[N:27]([C:50]3[CH:55]=[CH:54][CH:53]=[CH:52][CH:51]=3)[N:28]([CH2:31][C@H:32]([O:34][C:35](=[O:49])[C@@H:36]([NH:38]C(OCC3C=CC=CC=3)=O)[CH3:37])[CH3:33])[C:29]=2[CH3:30])=[O:24])=[CH:18][C:17]=1[F:57], predict the reaction product. The product is: [CH3:1][O:2][C:3]1[CH:4]=[C:5]2[C:10](=[CH:11][C:12]=1[O:13][CH3:14])[N:9]=[CH:8][CH:7]=[C:6]2[O:15][C:16]1[CH:21]=[CH:20][C:19]([NH:22][C:23]([C:25]2[C:26](=[O:56])[N:27]([C:50]3[CH:51]=[CH:52][CH:53]=[CH:54][CH:55]=3)[N:28]([CH2:31][C@H:32]([O:34][C:35](=[O:49])[C@@H:36]([NH2:38])[CH3:37])[CH3:33])[C:29]=2[CH3:30])=[O:24])=[CH:18][C:17]=1[F:57]. (3) The product is: [CH3:33][C:31]1([CH3:34])[CH2:32][CH:27]([NH:26][C:22]2[N:21]=[C:20]([N:6]3[C:14]4[C:9](=[CH:10][C:11]([C:15]#[N:16])=[CH:12][CH:13]=4)[CH:8]=[CH:7]3)[CH:25]=[CH:24][N:23]=2)[CH2:28][C:29]([CH3:36])([CH3:35])[NH:30]1. Given the reactants C([Si](C)(C)[N:6]1[C:14]2[C:9](=[CH:10][C:11]([C:15]#[N:16])=[CH:12][CH:13]=2)[CH:8]=[CH:7]1)(C)(C)C.Cl[C:20]1[CH:25]=[CH:24][N:23]=[C:22]([NH:26][CH:27]2[CH2:32][C:31]([CH3:34])([CH3:33])[NH:30][C:29]([CH3:36])([CH3:35])[CH2:28]2)[N:21]=1.CCCC[N+](CCCC)(CCCC)CCCC.[F-], predict the reaction product. (4) Given the reactants [C:1]([OH:5])(=[O:4])[CH:2]=O.[CH3:6][C:7](=[O:10])[CH2:8][CH3:9], predict the reaction product. The product is: [CH3:9][C:8]([C:7](=[O:10])[CH3:6])=[CH:2][C:1]([OH:5])=[O:4]. (5) Given the reactants Br[C:2]1[CH:7]=[CH:6][C:5]([Si:8]([C:23]2[CH:28]=[CH:27][C:26](Br)=[CH:25][CH:24]=2)([C:16]2[CH:21]=[CH:20][C:19](Br)=[CH:18][CH:17]=2)[C:9]2[CH:14]=[CH:13][C:12](Br)=[CH:11][CH:10]=2)=[CH:4][CH:3]=1.[CH2:30]=[CH:31][C:32]1[CH:37]=[CH:36][CH:35]=[CH:34][CH:33]=1.C([O-])([O-])=O.[K+].[K+], predict the reaction product. The product is: [C:6]1([CH:30]=[CH:31][C:32]2[CH:37]=[CH:36][CH:35]=[CH:34][CH:33]=2)[CH:7]=[CH:2][CH:3]=[CH:4][C:5]=1[Si:8]([C:23]1[CH:28]=[CH:27][CH:26]=[CH:25][C:24]=1[CH:30]=[CH:31][C:32]1[CH:37]=[CH:36][CH:35]=[CH:34][CH:33]=1)([C:16]1[CH:21]=[CH:20][CH:19]=[CH:18][C:17]=1[CH:30]=[CH:31][C:32]1[CH:37]=[CH:36][CH:35]=[CH:34][CH:33]=1)[C:9]1[CH:14]=[CH:13][CH:12]=[CH:11][C:10]=1[CH:30]=[CH:31][C:32]1[CH:37]=[CH:36][CH:35]=[CH:34][CH:33]=1. (6) Given the reactants [CH2:1]([O:8][N:9]([C@H:22]1[CH2:27][N:26]([C:28]([O:30][C:31]([CH3:34])([CH3:33])[CH3:32])=[O:29])[C@H:25]([C:35](=[NH:38])[NH:36][OH:37])[CH2:24][CH2:23]1)[S:10]([C:13]1[CH:18]=[CH:17][CH:16]=[CH:15][C:14]=1[N+:19]([O-:21])=[O:20])(=[O:12])=[O:11])[C:2]1[CH:7]=[CH:6][CH:5]=[CH:4][CH:3]=1.[CH:39]1[C:51]2[CH:50]([CH2:52][O:53][C:54]([N:56]3[CH2:61][CH2:60][CH:59]([C:62](O)=O)[CH2:58][CH2:57]3)=[O:55])[C:49]3[C:44](=[CH:45][CH:46]=[CH:47][CH:48]=3)[C:43]=2[CH:42]=[CH:41][CH:40]=1.CN(C(ON1N=NC2C=CC=NC1=2)=[N+](C)C)C.F[P-](F)(F)(F)(F)F.CCN(C(C)C)C(C)C, predict the reaction product. The product is: [CH:48]1[C:49]2[CH:50]([CH2:52][O:53][C:54]([N:56]3[CH2:61][CH2:60][CH:59]([C:62]4[O:37][N:36]=[C:35]([C@@H:25]5[CH2:24][CH2:23][C@@H:22]([N:9]([O:8][CH2:1][C:2]6[CH:7]=[CH:6][CH:5]=[CH:4][CH:3]=6)[S:10]([C:13]6[CH:18]=[CH:17][CH:16]=[CH:15][C:14]=6[N+:19]([O-:21])=[O:20])(=[O:12])=[O:11])[CH2:27][N:26]5[C:28]([O:30][C:31]([CH3:34])([CH3:33])[CH3:32])=[O:29])[N:38]=4)[CH2:58][CH2:57]3)=[O:55])[C:51]3[C:43](=[CH:42][CH:41]=[CH:40][CH:39]=3)[C:44]=2[CH:45]=[CH:46][CH:47]=1. (7) The product is: [Br:1][C:2]1[CH:3]=[N:4][C:5]([O:11][CH3:12])=[C:6]([CH:10]=1)[C:7]([N:15]([CH3:16])[CH3:13])=[O:8]. Given the reactants [Br:1][C:2]1[CH:3]=[N:4][C:5]([O:11][CH3:12])=[C:6]([CH:10]=1)[C:7](O)=[O:8].[CH2:13]([N:15](CC)[CH2:16]C)C.F[P-](F)(F)(F)(F)F.N1(OC(N(C)C)=[N+](C)C)C2C=CC=CC=2N=N1.CNC.O1CCCC1, predict the reaction product. (8) Given the reactants Cl.[CH3:2][C:3]([CH3:9])([CH2:7][CH3:8])[C:4]([OH:6])=[O:5].O.[CH2:11](O)[CH3:12], predict the reaction product. The product is: [CH2:11]([O:5][C:4](=[O:6])[C:3]([CH3:9])([CH3:2])[CH2:7][CH3:8])[CH3:12].